Predict the reactants needed to synthesize the given product. From a dataset of Full USPTO retrosynthesis dataset with 1.9M reactions from patents (1976-2016). (1) Given the product [Cl:4][C:5]1[C:6]([CH:16]([S:25]([C:26]2[CH:31]=[CH:30][C:29]([Cl:32])=[CH:28][CH:27]=2)=[O:41])[C:17]2[CH:22]=[C:21]([F:23])[CH:20]=[CH:19][C:18]=2[F:24])=[CH:7][C:8]([NH:11][S:12]([CH3:15])(=[O:13])=[O:14])=[N:9][CH:10]=1, predict the reactants needed to synthesize it. The reactants are: C(Cl)Cl.[Cl:4][C:5]1[C:6]([CH:16]([S:25][C:26]2[CH:31]=[CH:30][C:29]([Cl:32])=[CH:28][CH:27]=2)[C:17]2[CH:22]=[C:21]([F:23])[CH:20]=[CH:19][C:18]=2[F:24])=[CH:7][C:8]([NH:11][S:12]([CH3:15])(=[O:14])=[O:13])=[N:9][CH:10]=1.ClC1C=CC=C(C(OO)=[O:41])C=1.S([O-])([O-])(=O)=S.[Na+].[Na+]. (2) Given the product [CH:35]1([C:33]([NH:32][C:28]2[CH:27]=[C:26]([CH:23]3[CH2:22][CH2:21][N:20]([CH2:19][CH2:18][CH2:17][NH:16][C:13]([C:8]4([C:5]5[CH:4]=[CH:3][C:2]([F:1])=[CH:7][CH:6]=5)[CH2:9][CH2:10][CH2:11][CH2:12]4)=[O:15])[CH2:25][CH2:24]3)[CH:31]=[CH:30][CH:29]=2)=[O:34])[CH2:36][CH2:37]1, predict the reactants needed to synthesize it. The reactants are: [F:1][C:2]1[CH:7]=[CH:6][C:5]([C:8]2([C:13]([OH:15])=O)[CH2:12][CH2:11][CH2:10][CH2:9]2)=[CH:4][CH:3]=1.[NH2:16][CH2:17][CH2:18][CH2:19][N:20]1[CH2:25][CH2:24][CH:23]([C:26]2[CH:27]=[C:28]([NH:32][C:33]([CH:35]3[CH2:37][CH2:36]3)=[O:34])[CH:29]=[CH:30][CH:31]=2)[CH2:22][CH2:21]1. (3) Given the product [Cl:22][C:17]1[CH:16]=[C:15]([NH:14][C:5]2[C:4]3[C:9](=[CH:10][CH:11]=[C:2]([NH:1][CH2:23][C:25]4[NH:26][C:27]5[C:32]([CH:33]=4)=[CH:31][CH:30]=[C:29]([C:34]([N:36]([CH3:37])[CH3:38])=[O:35])[CH:28]=5)[CH:3]=3)[N:8]=[CH:7][C:6]=2[C:12]#[N:13])[CH:20]=[CH:19][C:18]=1[F:21], predict the reactants needed to synthesize it. The reactants are: [NH2:1][C:2]1[CH:3]=[C:4]2[C:9](=[CH:10][CH:11]=1)[N:8]=[CH:7][C:6]([C:12]#[N:13])=[C:5]2[NH:14][C:15]1[CH:20]=[CH:19][C:18]([F:21])=[C:17]([Cl:22])[CH:16]=1.[CH:23]([C:25]1[NH:26][C:27]2[C:32]([CH:33]=1)=[CH:31][CH:30]=[C:29]([C:34]([N:36]([CH3:38])[CH3:37])=[O:35])[CH:28]=2)=O.[BH3-]C#N.[Na+]. (4) Given the product [Cl:51][C:52]1[CH:57]=[CH:56][C:55]([NH:58][C:59](=[O:60])[NH:32][C:33]2[CH:34]=[CH:35][C:36]([C:39]3[S:43][C:42]([CH2:44][CH2:45][CH2:46][C:47]([O:49][CH3:50])=[O:48])=[N:41][CH:40]=3)=[CH:37][CH:38]=2)=[C:54]([O:61][C:62]2[CH:63]=[CH:64][CH:65]=[CH:66][CH:67]=2)[CH:53]=1, predict the reactants needed to synthesize it. The reactants are: FC(F)(F)C1C=C(NC(=O)NC2C=CC(C3SC(CCC(OC)=O)=NC=3)=CC=2)C=CC=1.[NH2:32][C:33]1[CH:38]=[CH:37][C:36]([C:39]2[S:43][C:42]([CH2:44][CH2:45][CH2:46][C:47]([O:49][CH3:50])=[O:48])=[N:41][CH:40]=2)=[CH:35][CH:34]=1.[Cl:51][C:52]1[CH:57]=[CH:56][C:55]([N:58]=[C:59]=[O:60])=[C:54]([O:61][C:62]2[CH:67]=[CH:66][CH:65]=[CH:64][CH:63]=2)[CH:53]=1. (5) The reactants are: [Br:1][C:2]1[C:3]([F:21])=[C:4]([C:8]([CH3:20])=[C:9]([N:11]([CH2:18][CH3:19])[CH:12]2[CH2:17][CH2:16][O:15][CH2:14][CH2:13]2)[CH:10]=1)[C:5]([OH:7])=O.C1CN([P+](ON2N=NC3C=CC=CC2=3)(N2CCCC2)N2CCCC2)CC1.F[P-](F)(F)(F)(F)F.C(N(C(C)C)C(C)C)C.[NH2:64][CH2:65][C:66]1[C:67](=[O:74])[NH:68][C:69]([CH3:73])=[CH:70][C:71]=1[CH3:72]. Given the product [Br:1][C:2]1[C:3]([F:21])=[C:4]([C:8]([CH3:20])=[C:9]([N:11]([CH2:18][CH3:19])[CH:12]2[CH2:17][CH2:16][O:15][CH2:14][CH2:13]2)[CH:10]=1)[C:5]([NH:64][CH2:65][C:66]1[C:67](=[O:74])[NH:68][C:69]([CH3:73])=[CH:70][C:71]=1[CH3:72])=[O:7], predict the reactants needed to synthesize it. (6) Given the product [NH:7]1[C:2]2[CH:3]=[CH:4][CH:5]=[CH:6][C:1]=2[N:8]=[C:13]1[CH2:12][CH2:11][CH2:10][OH:9], predict the reactants needed to synthesize it. The reactants are: [C:1]1([NH2:8])[CH:6]=[CH:5][CH:4]=[CH:3][C:2]=1[NH2:7].[O:9]1[CH2:13][CH2:12][CH2:11][C:10]1=O.